Dataset: Reaction yield outcomes from USPTO patents with 853,638 reactions. Task: Predict the reaction yield, written as a fraction of the theoretical maximum amount of product (1.0 means a 100% yield; for example, 0.34 means a 34% yield). (1) The reactants are [NH2:1][C@@H:2]1[CH2:13][CH:12]=[CH:11][CH2:10][CH2:9][C:8](=[O:14])[O:7][CH2:6][C@@H:5]2[CH2:15][CH2:16][CH2:17][N:4]2[C:3]1=[O:18].C(N(CC)CC)C.[C:26](OC(=O)C)(=[O:28])[CH3:27]. The catalyst is CN(C=O)C. The product is [O:14]=[C:8]1[O:7][CH2:6][C@@H:5]2[CH2:15][CH2:16][CH2:17][N:4]2[C:3](=[O:18])[C@H:2]([NH:1][C:26](=[O:28])[CH3:27])[CH2:13][CH:12]=[CH:11][CH2:10][CH2:9]1. The yield is 0.740. (2) The reactants are [CH2:1]([C:7]1[CH:12]=[CH:11][C:10]([C:13]#[C:14][C:15]2[CH:22]=[CH:21][C:18]([CH:19]=O)=[CH:17][CH:16]=2)=[CH:9][CH:8]=1)[CH2:2][CH2:3][CH2:4][CH2:5][CH3:6].[Cl:23][C:24]1[CH:25]=[C:26]([C:30]([NH2:33])([CH3:32])[CH3:31])[CH:27]=[CH:28][CH:29]=1. No catalyst specified. The product is [Cl:23][C:24]1[CH:25]=[C:26]([C:30]([NH:33][CH2:19][C:18]2[CH:21]=[CH:22][C:15]([C:14]#[C:13][C:10]3[CH:11]=[CH:12][C:7]([CH2:1][CH2:2][CH2:3][CH2:4][CH2:5][CH3:6])=[CH:8][CH:9]=3)=[CH:16][CH:17]=2)([CH3:31])[CH3:32])[CH:27]=[CH:28][CH:29]=1. The yield is 0.800. (3) The reactants are [CH2:1]([S:3]([OH:6])(=[O:5])=[O:4])[CH3:2].[CH:7]1[C:8]([CH2:16][C@@H:17]([NH2:34])[CH2:18][C:19]([N:21]2[CH2:33][C:25]3=[N:26][N:27]=[C:28]([C:29]([F:32])([F:31])[F:30])[N:24]3[CH2:23][CH2:22]2)=[O:20])=[C:9]([F:15])[CH:10]=[C:11]([F:14])[C:12]=1[F:13]. The catalyst is CO.CC(O)C. The product is [CH:7]1[C:8]([CH2:16][C@@H:17]([NH2:34])[CH2:18][C:19]([N:21]2[CH2:33][C:25]3=[N:26][N:27]=[C:28]([C:29]([F:32])([F:31])[F:30])[N:24]3[CH2:23][CH2:22]2)=[O:20])=[C:9]([F:15])[CH:10]=[C:11]([F:14])[C:12]=1[F:13].[CH2:1]([S:3]([O-:6])(=[O:5])=[O:4])[CH3:2]. The yield is 0.710.